From a dataset of Catalyst prediction with 721,799 reactions and 888 catalyst types from USPTO. Predict which catalyst facilitates the given reaction. (1) Reactant: [CH2:1]([O:3][C:4](=[O:14])[CH2:5][C:6]1([C:11]([OH:13])=O)[CH2:10][CH2:9][CH2:8][CH2:7]1)[CH3:2].Cl.[NH2:16][C@@H:17]([CH2:28][C:29]1[CH:34]=[CH:33][C:32]([C:35]2[CH:40]=[CH:39][CH:38]=[CH:37][CH:36]=2)=[CH:31][CH:30]=1)[C:18]([O:20][CH2:21][C:22]1[CH:27]=[CH:26][CH:25]=[CH:24][CH:23]=1)=[O:19].CCN=C=NCCCN(C)C.Cl.ON1C2N=CC=CC=2N=N1.CCN(C(C)C)C(C)C. Product: [C:32]1([C:35]2[CH:36]=[CH:37][CH:38]=[CH:39][CH:40]=2)[CH:33]=[CH:34][C:29]([CH2:28][C@H:17]([NH:16][C:11]([C:6]2([CH2:5][C:4]([O:3][CH2:1][CH3:2])=[O:14])[CH2:7][CH2:8][CH2:9][CH2:10]2)=[O:13])[C:18]([O:20][CH2:21][C:22]2[CH:27]=[CH:26][CH:25]=[CH:24][CH:23]=2)=[O:19])=[CH:30][CH:31]=1. The catalyst class is: 3. (2) Reactant: [Br:1][CH2:2][C:3]1[CH:8]=[CH:7][C:6]([S:9](Cl)(=[O:11])=[O:10])=[CH:5][CH:4]=1.[NH2:13][CH2:14][C:15]([CH3:18])([OH:17])[CH3:16].C(N(CC)C(C)C)(C)C. Product: [Br:1][CH2:2][C:3]1[CH:8]=[CH:7][C:6]([S:9]([NH:13][CH2:14][C:15]([OH:17])([CH3:18])[CH3:16])(=[O:11])=[O:10])=[CH:5][CH:4]=1. The catalyst class is: 7. (3) Reactant: [CH3:1][C:2]([O:5][C:6]([NH:8][C@H:9]([C:20]([OH:22])=O)[CH2:10][C:11]1[CH:16]=[CH:15][C:14]([N+:17]([O-:19])=[O:18])=[CH:13][CH:12]=1)=[O:7])([CH3:4])[CH3:3].[CH3:23][C:24]1([CH3:32])[O:31][C:29](=[O:30])[CH2:28][C:26](=[O:27])[O:25]1.C1CCC(N=C=NC2CCCCC2)CC1. Product: [CH3:23][C:24]1([CH3:32])[O:31][C:29](=[O:30])[CH:28]([C:20](=[O:22])[C@@H:9]([NH:8][C:6](=[O:7])[O:5][C:2]([CH3:1])([CH3:3])[CH3:4])[CH2:10][C:11]2[CH:12]=[CH:13][C:14]([N+:17]([O-:19])=[O:18])=[CH:15][CH:16]=2)[C:26](=[O:27])[O:25]1. The catalyst class is: 166. (4) Reactant: [C:1]([OH:9])(=[O:8])[CH:2]([CH2:4][C:5]([OH:7])=[O:6])O.[NH3:10]. Product: [NH2:10][C@H:2]([C:1]([OH:9])=[O:8])[CH2:4][C:5]([OH:7])=[O:6]. The catalyst class is: 6.